Dataset: Forward reaction prediction with 1.9M reactions from USPTO patents (1976-2016). Task: Predict the product of the given reaction. (1) Given the reactants [Br:1][C:2]1[CH:7]=[CH:6][C:5]([C:8]2[O:12][N:11]=[C:10]([CH3:13])[C:9]=2[C:14]([OH:16])=O)=[CH:4][CH:3]=1.C(Cl)(=O)C([Cl:20])=O, predict the reaction product. The product is: [Br:1][C:2]1[CH:7]=[CH:6][C:5]([C:8]2[O:12][N:11]=[C:10]([CH3:13])[C:9]=2[C:14]([Cl:20])=[O:16])=[CH:4][CH:3]=1. (2) Given the reactants [F:1][C:2]1[CH:7]=[CH:6][C:5]([C:8]2[O:9][CH:10]=[C:11]([CH2:13][N:14]3[CH2:19][CH2:18][N:17](C(OC(C)(C)C)=O)[CH2:16][CH2:15]3)[N:12]=2)=[CH:4][CH:3]=1.[F:27][C:28]([F:33])([F:32])[C:29]([O-:31])=[O:30], predict the reaction product. The product is: [OH:31][C:29]([C:28]([F:33])([F:32])[F:27])=[O:30].[F:1][C:2]1[CH:7]=[CH:6][C:5]([C:8]2[O:9][CH:10]=[C:11]([CH2:13][N:14]3[CH2:15][CH2:16][NH:17][CH2:18][CH2:19]3)[N:12]=2)=[CH:4][CH:3]=1. (3) Given the reactants [CH3:1][O:2][C:3]1[CH:4]=[C:5]2[C:10](=[CH:11][C:12]=1[O:13][CH3:14])[CH:9]([CH2:15][C:16]1[CH:25]=[CH:24][C:23]3[C:18](=[CH:19][CH:20]=[CH:21][CH:22]=3)[CH:17]=1)[NH:8][CH2:7][CH2:6]2.Br[CH:27]([C:32]1[CH:37]=[CH:36][CH:35]=[CH:34][CH:33]=1)[C:28]([O:30][CH3:31])=[O:29], predict the reaction product. The product is: [CH3:31][O:30][C:28](=[O:29])[CH:27]([N:8]1[CH2:7][CH2:6][C:5]2[C:10](=[CH:11][C:12]([O:13][CH3:14])=[C:3]([O:2][CH3:1])[CH:4]=2)[CH:9]1[CH2:15][C:16]1[CH:25]=[CH:24][C:23]2[C:18](=[CH:19][CH:20]=[CH:21][CH:22]=2)[CH:17]=1)[C:32]1[CH:33]=[CH:34][CH:35]=[CH:36][CH:37]=1. (4) Given the reactants [F:1][C:2]([F:17])([F:16])[C:3]1[CH:8]=[CH:7][C:6]([C:9]2[O:13][CH:12]=[C:11]([CH2:14]O)[CH:10]=2)=[CH:5][CH:4]=1.C(P(CCCC)CCCC)CCC.[CH2:31]([O:33][C:34](=[O:45])[CH2:35][O:36][C:37]1[CH:42]=[CH:41][C:40]([SH:43])=[CH:39][C:38]=1[CH3:44])[CH3:32], predict the reaction product. The product is: [CH2:31]([O:33][C:34](=[O:45])[CH2:35][O:36][C:37]1[CH:42]=[CH:41][C:40]([S:43][CH2:14][C:11]2[CH:10]=[C:9]([C:6]3[CH:7]=[CH:8][C:3]([C:2]([F:17])([F:16])[F:1])=[CH:4][CH:5]=3)[O:13][CH:12]=2)=[CH:39][C:38]=1[CH3:44])[CH3:32].